Dataset: Full USPTO retrosynthesis dataset with 1.9M reactions from patents (1976-2016). Task: Predict the reactants needed to synthesize the given product. (1) The reactants are: Br[C:2]1[CH:7]=[CH:6][C:5]([C:8]2[N:12]([CH2:13][C@@H:14]3[CH2:18][CH2:17][N:16]([C:19]([CH:21]4[CH2:23][CH2:22]4)=[O:20])[CH2:15]3)[N:11]=[N:10][N:9]=2)=[CH:4][CH:3]=1.CC1(C)C(C)(C)OB([C:32]2[CH:33]=[CH:34][C:35]3[O:39][CH:38]=[CH:37][C:36]=3[CH:40]=2)O1. Given the product [O:39]1[C:35]2[CH:34]=[CH:33][C:32]([C:2]3[CH:7]=[CH:6][C:5]([C:8]4[N:12]([CH2:13][C@@H:14]5[CH2:18][CH2:17][N:16]([C:19]([CH:21]6[CH2:23][CH2:22]6)=[O:20])[CH2:15]5)[N:11]=[N:10][N:9]=4)=[CH:4][CH:3]=3)=[CH:40][C:36]=2[CH:37]=[CH:38]1, predict the reactants needed to synthesize it. (2) Given the product [C:33]1([NH:39][C:40](=[O:51])[O:41][CH:42]2[CH2:43][CH:44]3[CH:48]([CH2:47][CH:6]([NH:7][CH2:8][C:9]([N:11]4[CH2:15][CH2:14][CH2:13][CH:12]4[C:16]#[N:17])=[O:10])[CH2:45]3)[CH2:49]2)[CH:34]=[CH:35][CH:36]=[CH:37][CH:38]=1, predict the reactants needed to synthesize it. The reactants are: C(O[C:6](=O)[NH:7][CH2:8][C:9]([N:11]1[CH2:15][CH2:14][CH2:13][CH:12]1[C:16]#[N:17])=[O:10])(C)(C)C.FC(F)(F)C(O)=O.C(N(CC)CC)C.[C:33]1([NH:39][C:40](=[O:51])[O:41][CH:42]2[CH2:49][CH:48]3[CH:44]([CH2:45]C(=O)[CH2:47]3)[CH2:43]2)[CH:38]=[CH:37][CH:36]=[CH:35][CH:34]=1.C(O[BH-](OC(=O)C)OC(=O)C)(=O)C.[Na+].